Task: Predict which catalyst facilitates the given reaction.. Dataset: Catalyst prediction with 721,799 reactions and 888 catalyst types from USPTO (1) The catalyst class is: 10. Reactant: C(=O)([O-])[O-].[Cs+].[Cs+].[CH3:7][C:8]1[O:12][N:11]=[C:10]([C:13]2[CH:14]=[C:15]([OH:19])[CH:16]=[CH:17][CH:18]=2)[N:9]=1.Br[CH:21]([CH2:27][CH2:28][CH3:29])[C:22]([O:24][CH2:25][CH3:26])=[O:23]. Product: [CH3:7][C:8]1[O:12][N:11]=[C:10]([C:13]2[CH:14]=[C:15]([CH:16]=[CH:17][CH:18]=2)[O:19][CH:21]([CH2:27][CH2:28][CH3:29])[C:22]([O:24][CH2:25][CH3:26])=[O:23])[N:9]=1. (2) Reactant: [NH:1]1[C:9]2[C:4](=[CH:5][CH:6]=[CH:7][CH:8]=2)[CH:3]=[CH:2]1.[Li]CCCC.[CH2:15](Br)[CH:16]=[C:17]([CH3:19])[CH3:18]. The catalyst class is: 1. Product: [CH2:15]([C:2]1[NH:1][C:9]2[C:4]([CH:3]=1)=[CH:5][CH:6]=[CH:7][CH:8]=2)[CH:16]=[C:17]([CH3:19])[CH3:18]. (3) Reactant: [CH3:1][O:2][C@@H:3]1[CH2:8][C@@H:7]([NH:9][C:10]2[C:15]([N+:16]([O-])=O)=[CH:14][N:13]=[C:12]3[CH:19]=[CH:20][S:21][C:11]=23)[CH2:6][CH2:5][C@@H:4]1[CH2:22][C:23]#[N:24]. Product: [NH2:16][C:15]1[C:10]([NH:9][C@H:7]2[CH2:6][CH2:5][C@H:4]([CH2:22][C:23]#[N:24])[C@H:3]([O:2][CH3:1])[CH2:8]2)=[C:11]2[S:21][CH:20]=[CH:19][C:12]2=[N:13][CH:14]=1. The catalyst class is: 43.